This data is from Reaction yield outcomes from USPTO patents with 853,638 reactions. The task is: Predict the reaction yield, written as a fraction of the theoretical maximum amount of product (1.0 means a 100% yield; for example, 0.34 means a 34% yield). The product is [NH2:17][C:15]1[CH:14]=[CH:13][CH:12]=[C:11]2[C:16]=1[C:7]([CH2:6][C:5]1[CH:21]=[CH:22][C:2]([F:1])=[C:3]([C:23]([N:25]3[CH2:30][CH2:29][CH:28]([O:31][CH3:32])[CH2:27][CH2:26]3)=[O:24])[CH:4]=1)=[N:8][NH:9][C:10]2=[O:20]. The reactants are [F:1][C:2]1[CH:22]=[CH:21][C:5]([CH2:6][C:7]2[C:16]3[C:11](=[CH:12][CH:13]=[CH:14][C:15]=3[N+:17]([O-])=O)[C:10](=[O:20])[NH:9][N:8]=2)=[CH:4][C:3]=1[C:23]([N:25]1[CH2:30][CH2:29][CH:28]([O:31][CH3:32])[CH2:27][CH2:26]1)=[O:24]. The catalyst is [Pd].C(O)C. The yield is 0.295.